From a dataset of Forward reaction prediction with 1.9M reactions from USPTO patents (1976-2016). Predict the product of the given reaction. (1) Given the reactants C(OC([N:8]1[CH2:13][CH2:12][CH:11]([C:14]2[CH:19]=[CH:18][CH:17]=[C:16]([NH:20][C:21](=[O:23])[CH3:22])[CH:15]=2)[CH2:10][CH2:9]1)=O)(C)(C)C, predict the reaction product. The product is: [NH:8]1[CH2:13][CH2:12][CH:11]([C:14]2[CH:15]=[C:16]([NH:20][C:21](=[O:23])[CH3:22])[CH:17]=[CH:18][CH:19]=2)[CH2:10][CH2:9]1. (2) The product is: [CH3:37][C:35]([CH3:36])([CH3:38])[CH2:34][C:31]1[CH:32]=[CH:33][C:28]([O:27][CH2:26][CH2:25][CH2:24][O:14][C:11]2[CH:12]=[CH:13][C:7]3[O:6][C:5]([CH3:15])([C:3]([OH:2])=[O:4])[CH2:9][C:8]=3[CH:10]=2)=[C:29]([CH2:39][CH2:40][CH3:41])[CH:30]=1. Given the reactants C[O:2][C:3]([C:5]1([CH3:15])[CH2:9][C:8]2[CH:10]=[C:11]([OH:14])[CH:12]=[CH:13][C:7]=2[O:6]1)=[O:4].C1(O)C=CC=CC=1.I[CH2:24][CH2:25][CH2:26][O:27][C:28]1[CH:33]=[CH:32][C:31]([CH2:34][C:35]([CH3:38])([CH3:37])[CH3:36])=[CH:30][C:29]=1[CH2:39][CH2:40][CH3:41], predict the reaction product. (3) Given the reactants [CH3:1][C:2]1[NH:7][C:6](=[O:8])[C:5]([C:9]#[N:10])=[C:4]([C:11]([F:14])([F:13])[F:12])[CH:3]=1.[F:15]C1C(C(C)C)=C(C#N)C(=O)NC=1C, predict the reaction product. The product is: [CH3:1][C:2]1[NH:7][C:6](=[O:8])[C:5]([C:9]#[N:10])=[C:4]([C:11]([F:14])([F:12])[F:13])[CH:3]=1.[F:15][C:3]1[C:4]([C:11]([F:14])([F:12])[F:13])=[C:5]([C:9]#[N:10])[C:6](=[O:8])[NH:7][C:2]=1[CH3:1]. (4) Given the reactants [NH2:1][C:2]1[CH:6]=[CH:5][S:4][C:3]=1[C:7]([O:9][CH3:10])=[O:8].[C:11]([C:15]1[CH:20]=[CH:19][C:18]([S:21](Cl)(=[O:23])=[O:22])=[CH:17][CH:16]=1)([CH3:14])([CH3:13])[CH3:12], predict the reaction product. The product is: [C:11]([C:15]1[CH:20]=[CH:19][C:18]([S:21]([NH:1][C:2]2[CH:6]=[CH:5][S:4][C:3]=2[C:7]([O:9][CH3:10])=[O:8])(=[O:23])=[O:22])=[CH:17][CH:16]=1)([CH3:14])([CH3:12])[CH3:13]. (5) Given the reactants [CH:1]1(O)[C:9]2[C:4](=[CH:5][CH:6]=[CH:7][CH:8]=2)[CH2:3][CH2:2]1.O.C1(C)C=CC(S(O)(=O)=O)=CC=1, predict the reaction product. The product is: [CH2:1]1[C:9]2[C:4](=[CH:5][CH:6]=[CH:7][CH:8]=2)[CH:3]=[CH:2]1. (6) Given the reactants [OH:1][C:2]1[CH:7]=[CH:6][C:5](B(O)O)=[CH:4][CH:3]=1.Br[C:12]1[C:16]2[CH:17]=[C:18]([C:21]([O:23][CH3:24])=[O:22])[CH:19]=[CH:20][C:15]=2[S:14][CH:13]=1.C(=O)([O-])[O-].[Na+].[Na+].C(OCC)(=O)C, predict the reaction product. The product is: [OH:1][C:2]1[CH:7]=[CH:6][C:5]([C:12]2[C:16]3[CH:17]=[C:18]([C:21]([O:23][CH3:24])=[O:22])[CH:19]=[CH:20][C:15]=3[S:14][CH:13]=2)=[CH:4][CH:3]=1. (7) Given the reactants [CH3:1][C:2]1[CH:3]=[C:4]([CH3:25])[C:5]2[N:6]([CH:8]=[C:9]([CH2:11][C@@H:12]3[CH2:17][CH2:16][CH2:15][CH2:14][N:13]3C(OC(C)(C)C)=O)[N:10]=2)[CH:7]=1, predict the reaction product. The product is: [CH3:1][C:2]1[CH:3]=[C:4]([CH3:25])[C:5]2[N:6]([CH:8]=[C:9]([CH2:11][C@@H:12]3[CH2:17][CH2:16][CH2:15][CH2:14][NH:13]3)[N:10]=2)[CH:7]=1. (8) Given the reactants [CH2:1]([N:8]([CH2:30][C:31]1[CH:36]=[CH:35][CH:34]=[CH:33][CH:32]=1)[C:9]([CH:11]1[CH2:23][C:22]2[C:21]3[C:16](=[CH:17][CH:18]=[CH:19][CH:20]=3)[N:15]([CH2:24][C:25]([O:27]CC)=[O:26])[C:14]=2[CH2:13][CH2:12]1)=[O:10])[C:2]1[CH:7]=[CH:6][CH:5]=[CH:4][CH:3]=1.[OH-].[Na+], predict the reaction product. The product is: [CH2:30]([N:8]([CH2:1][C:2]1[CH:7]=[CH:6][CH:5]=[CH:4][CH:3]=1)[C:9]([CH:11]1[CH2:23][C:22]2[C:21]3[C:16](=[CH:17][CH:18]=[CH:19][CH:20]=3)[N:15]([CH2:24][C:25]([OH:27])=[O:26])[C:14]=2[CH2:13][CH2:12]1)=[O:10])[C:31]1[CH:36]=[CH:35][CH:34]=[CH:33][CH:32]=1. (9) The product is: [C:1]([O:5][C:6](=[O:23])[NH:7][C:8]1[CH:13]=[CH:12][C:11]([C:14]2[CH:19]=[CH:18][C:17]([O:20][CH3:21])=[CH:16][CH:15]=2)=[CH:10][C:9]=1[NH:22][C:27](=[O:26])[CH2:28][C:29]([C:31]1[CH:38]=[CH:37][CH:36]=[C:33]([C:34]#[N:35])[CH:32]=1)=[O:30])([CH3:4])([CH3:2])[CH3:3]. Given the reactants [C:1]([O:5][C:6](=[O:23])[NH:7][C:8]1[CH:13]=[CH:12][C:11]([C:14]2[CH:19]=[CH:18][C:17]([O:20][CH3:21])=[CH:16][CH:15]=2)=[CH:10][C:9]=1[NH2:22])([CH3:4])([CH3:3])[CH3:2].CC1(C)[O:30][C:29]([C:31]2[CH:32]=[C:33]([CH:36]=[CH:37][CH:38]=2)[C:34]#[N:35])=[CH:28][C:27](=O)[O:26]1, predict the reaction product.